Dataset: Full USPTO retrosynthesis dataset with 1.9M reactions from patents (1976-2016). Task: Predict the reactants needed to synthesize the given product. The reactants are: [CH3:1][O:2][C:3]1[CH:11]=[C:10]([N:12]2[CH:16]=[CH:15][CH:14]=[N:13]2)[CH:9]=[CH:8][C:4]=1[C:5](O)=[O:6].S(Cl)([Cl:19])=O.CN1CCCC1=O. Given the product [CH3:1][O:2][C:3]1[CH:11]=[C:10]([N:12]2[CH:16]=[CH:15][CH:14]=[N:13]2)[CH:9]=[CH:8][C:4]=1[C:5]([Cl:19])=[O:6], predict the reactants needed to synthesize it.